Dataset: Full USPTO retrosynthesis dataset with 1.9M reactions from patents (1976-2016). Task: Predict the reactants needed to synthesize the given product. (1) Given the product [C:6]([O:14][C@@H:15]1[C@@H:38]([O:39][C:40](=[O:47])[C:41]2[CH:46]=[CH:45][CH:44]=[CH:43][CH:42]=2)[C@H:37]([O:48][C:49](=[O:56])[C:50]2[CH:51]=[CH:52][CH:53]=[CH:54][CH:55]=2)[C@@H:36]([C@@H:57]([CH3:67])[O:58][C:59](=[O:66])[C:60]2[CH:61]=[CH:62][CH:63]=[CH:64][CH:65]=2)[O:35][C@H:16]1[O:81][C:76]1[C:75]([CH2:74][C:73]2[CH:72]=[CH:71][C:70]([O:69][CH3:68])=[CH:83][CH:82]=2)=[CH:80][CH:79]=[CH:78][N:77]=1)(=[O:13])[C:7]1[CH:12]=[CH:11][CH:10]=[CH:9][CH:8]=1, predict the reactants needed to synthesize it. The reactants are: Br.C(O)(=O)C.[C:6]([O:14][C@@H:15]1[C@@H:38]([O:39][C:40](=[O:47])[C:41]2[CH:46]=[CH:45][CH:44]=[CH:43][CH:42]=2)[C@H:37]([O:48][C:49](=[O:56])[C:50]2[CH:55]=[CH:54][CH:53]=[CH:52][CH:51]=2)[C@@H:36]([C@@H:57]([CH3:67])[O:58][C:59](=[O:66])[C:60]2[CH:65]=[CH:64][CH:63]=[CH:62][CH:61]=2)[O:35][C@H:16]1OC1C(CC2C=CC(CC)=CC=2)=C(C)C=C(C)N=1)(=[O:13])[C:7]1[CH:12]=[CH:11][CH:10]=[CH:9][CH:8]=1.[CH3:68][O:69][C:70]1[CH:83]=[CH:82][C:73]([CH2:74][C:75]2[C:76]([OH:81])=[N:77][CH:78]=[CH:79][CH:80]=2)=[CH:72][CH:71]=1. (2) Given the product [CH2:27]([O:8][C:7](=[O:9])[C:6]1[CH:10]=[CH:11][C:3]([CH2:2][Br:1])=[C:4]([C:12]([F:13])([F:14])[F:15])[CH:5]=1)[CH3:28], predict the reactants needed to synthesize it. The reactants are: [Br:1][CH2:2][C:3]1[CH:11]=[CH:10][C:6]([C:7]([OH:9])=[O:8])=[CH:5][C:4]=1[C:12]([F:15])([F:14])[F:13].OS(O)(=O)=O.C([O-])([O-])=O.[Na+].[Na+].[CH2:27](O)[CH3:28]. (3) Given the product [Br:26][C:22]1[CH:21]=[C:20]([C:8]2[C:9]3[C:10]4[CH2:17][C:16]([CH3:18])([CH3:19])[O:15][C:11]=4[C:12]([O:13][CH3:14])=[C:3]([CH2:2][C:30]#[N:31])[C:4]=3[CH2:5][C:6]([CH3:27])([CH3:28])[N:7]=2)[CH:25]=[CH:24][CH:23]=1, predict the reactants needed to synthesize it. The reactants are: Br[CH2:2][C:3]1[C:12]([O:13][CH3:14])=[C:11]2[O:15][C:16]([CH3:19])([CH3:18])[CH2:17][C:10]2=[C:9]2[C:4]=1[CH2:5][C:6]([CH3:28])([CH3:27])[N:7]=[C:8]2[C:20]1[CH:25]=[CH:24][CH:23]=[C:22]([Br:26])[CH:21]=1.[O-][C:30]#[N:31].[Na+]. (4) Given the product [F:43][C:44]1[CH:65]=[C:64]([NH2:66])[CH:63]=[CH:62][C:45]=1[O:46][C:47]1[C:52]2=[CH:53][C:54]([C:56]3[CH:57]=[N:58][CH:59]=[CH:60][CH:61]=3)=[CH:55][N:51]2[N:50]=[CH:49][N:48]=1, predict the reactants needed to synthesize it. The reactants are: Cl.FC1C=C(C(C(NC2C=CC(F)=CC=2)=O)C(N)=O)C=CC=1OC1C2=C(C)C(OCCN3CCOCC3)=CN2N=CN=1.[F:43][C:44]1[CH:65]=[C:64]([N+:66]([O-])=O)[CH:63]=[CH:62][C:45]=1[O:46][C:47]1[C:52]2=[CH:53][C:54]([C:56]3[CH:57]=[N:58][CH:59]=[CH:60][CH:61]=3)=[CH:55][N:51]2[N:50]=[CH:49][N:48]=1. (5) Given the product [OH:48][NH:47][C:30](=[O:31])[CH2:29][CH2:28][CH2:27][CH2:26][CH2:25][CH2:24][NH:23][C:21]([C:20]1[CH:34]=[CH:35][C:17]([CH:3]([C:2]([NH:36][C:37]2[CH:38]=[CH:39][CH:40]=[C:41]3[C:46]=2[N:45]=[CH:44][CH:43]=[CH:42]3)=[O:1])[C:4]([NH:5][C:6]2[CH:7]=[CH:8][CH:9]=[C:10]3[C:15]=2[N:14]=[CH:13][CH:12]=[CH:11]3)=[O:16])=[CH:18][CH:19]=1)=[O:22], predict the reactants needed to synthesize it. The reactants are: [O:1]=[C:2]([NH:36][C:37]1[CH:38]=[CH:39][CH:40]=[C:41]2[C:46]=1[N:45]=[CH:44][CH:43]=[CH:42]2)[CH:3]([C:17]1[CH:35]=[CH:34][C:20]([C:21]([NH:23][CH2:24][CH2:25][CH2:26][CH2:27][CH2:28][CH2:29][C:30](OC)=[O:31])=[O:22])=[CH:19][CH:18]=1)[C:4](=[O:16])[NH:5][C:6]1[CH:7]=[CH:8][CH:9]=[C:10]2[C:15]=1[N:14]=[CH:13][CH:12]=[CH:11]2.[NH2:47][OH:48].[C-]#N.[K+].Cl. (6) Given the product [N:62]1([S:66]([NH:69][C:48](=[O:49])[C:47]2[CH:51]=[C:43]([CH:40]3[CH2:41][CH2:42]3)[C:44]([O:53][CH:54]3[CH2:59][CH2:58][C:57]([F:60])([F:61])[CH2:56][CH2:55]3)=[CH:45][C:46]=2[F:52])(=[O:68])=[O:67])[CH2:65][CH2:64][CH2:63]1, predict the reactants needed to synthesize it. The reactants are: CS(N)(=O)=O.C1(S(N)(=O)=O)CC1.C(C1(COC2C(C3CC3)=CC(C(O)=O)=C(F)C=2)C2CC3CC(CC1C3)C2)#N.[CH:40]1([C:43]2[C:44]([O:53][CH:54]3[CH2:59][CH2:58][C:57]([F:61])([F:60])[CH2:56][CH2:55]3)=[CH:45][C:46]([F:52])=[C:47]([CH:51]=2)[C:48](O)=[O:49])[CH2:42][CH2:41]1.[N:62]1([S:66]([NH2:69])(=[O:68])=[O:67])[CH2:65][CH2:64][CH2:63]1.